From a dataset of Full USPTO retrosynthesis dataset with 1.9M reactions from patents (1976-2016). Predict the reactants needed to synthesize the given product. (1) Given the product [Cl:25][C:20]1[CH:21]=[CH:22][CH:23]=[CH:24][C:19]=1[CH2:18][NH:1][C:2]1[CH:16]=[CH:15][C:5]2[C:6](=[O:14])[NH:7][C:8]3[C:13]([C:4]=2[CH:3]=1)=[CH:12][CH:11]=[CH:10][N:9]=3, predict the reactants needed to synthesize it. The reactants are: [NH2:1][C:2]1[CH:16]=[CH:15][C:5]2[C:6](=[O:14])[NH:7][C:8]3[C:13]([C:4]=2[CH:3]=1)=[CH:12][CH:11]=[CH:10][N:9]=3.Br[CH2:18][C:19]1[CH:24]=[CH:23][CH:22]=[CH:21][C:20]=1[Cl:25]. (2) The reactants are: [Br:1]Br.C(OC([N:10]1[CH2:15][CH2:14][CH:13]([O:16][C:17]2[CH:22]=[CH:21][C:20]([CH2:23][C:24]([O:26][CH3:27])=[O:25])=[CH:19][CH:18]=2)[CH2:12][CH2:11]1)=O)(C)(C)C. Given the product [CH3:27][O:26][C:24](=[O:25])[CH2:23][C:20]1[CH:21]=[CH:22][C:17]([O:16][CH:13]2[CH2:14][CH2:15][NH:10][CH2:11][CH2:12]2)=[C:18]([Br:1])[CH:19]=1, predict the reactants needed to synthesize it. (3) Given the product [OH:30][C@H:25]1[C@H:24]([C:22]2[CH:21]=[CH:20][C:17]3[C:18]4[N:12]([CH:11]=[C:10]([C:9]5[N:5]([CH:2]([CH3:4])[CH3:3])[N:6]=[CH:7][N:8]=5)[N:19]=4)[CH2:13][CH2:14][O:15][C:16]=3[CH:23]=2)[CH2:29][CH2:28][N:27]([CH2:34][C:33]([N:32]([CH3:37])[CH3:31])=[O:36])[CH2:26]1, predict the reactants needed to synthesize it. The reactants are: Cl.[CH:2]([N:5]1[C:9]([C:10]2[N:19]=[C:18]3[N:12]([CH2:13][CH2:14][O:15][C:16]4[CH:23]=[C:22]([C@@H:24]5[CH2:29][CH2:28][NH:27][CH2:26][C@H:25]5[OH:30])[CH:21]=[CH:20][C:17]=43)[CH:11]=2)=[N:8][CH:7]=[N:6]1)([CH3:4])[CH3:3].[CH3:31][N:32]([CH3:37])[C:33](=[O:36])[CH2:34]Cl.